From a dataset of Full USPTO retrosynthesis dataset with 1.9M reactions from patents (1976-2016). Predict the reactants needed to synthesize the given product. (1) Given the product [I:15][C:3]1[C:11]2[C:10]([NH2:12])=[N:9][CH:8]=[N:7][C:6]=2[S:5][CH:4]=1, predict the reactants needed to synthesize it. The reactants are: C[Si](C)(C)[C:3]1[C:11]2[C:10]([NH2:12])=[N:9][CH:8]=[N:7][C:6]=2[S:5][CH:4]=1.[I:15]Cl.O. (2) Given the product [Cl:15][C:11]1[CH:12]=[CH:13][C:14]2[C:6]3[C:5](=[O:16])[NH:4][CH:3]=[C:2]([C:17]#[N:18])[C:7]=3[NH:8][C:9]=2[CH:10]=1, predict the reactants needed to synthesize it. The reactants are: Br[C:2]1[C:7]2[NH:8][C:9]3[CH:10]=[C:11]([Cl:15])[CH:12]=[CH:13][C:14]=3[C:6]=2[C:5](=[O:16])[NH:4][CH:3]=1.[CH3:17][N:18](C=O)C. (3) Given the product [F:1][C:2]1[CH:7]=[CH:6][C:5]([C:8]2[C:16]3[C:11](=[CH:12][CH:13]=[C:14]([C:17]4[NH:18][C:19]([C:22]5[CH:27]=[CH:26][C:25]([NH2:28])=[CH:24][CH:23]=5)=[N:20][N:21]=4)[CH:15]=3)[NH:10][N:9]=2)=[CH:4][CH:3]=1, predict the reactants needed to synthesize it. The reactants are: [F:1][C:2]1[CH:7]=[CH:6][C:5]([C:8]2[C:16]3[C:11](=[CH:12][CH:13]=[C:14]([C:17]4[NH:18][C:19]([C:22]5[CH:27]=[CH:26][C:25]([N+:28]([O-])=O)=[CH:24][CH:23]=5)=[N:20][N:21]=4)[CH:15]=3)[NH:10][N:9]=2)=[CH:4][CH:3]=1. (4) Given the product [F:15][C:16]1([F:21])[CH2:20][CH2:19][N:18]([C:2]2[CH:11]=[CH:10][C:5]([C:6]([O:8][CH3:9])=[O:7])=[C:4]([O:12][CH3:13])[CH:3]=2)[CH2:17]1, predict the reactants needed to synthesize it. The reactants are: F[C:2]1[CH:11]=[CH:10][C:5]([C:6]([O:8][CH3:9])=[O:7])=[C:4]([O:12][CH3:13])[CH:3]=1.Cl.[F:15][C:16]1([F:21])[CH2:20][CH2:19][NH:18][CH2:17]1.